Dataset: Reaction yield outcomes from USPTO patents with 853,638 reactions. Task: Predict the reaction yield, written as a fraction of the theoretical maximum amount of product (1.0 means a 100% yield; for example, 0.34 means a 34% yield). (1) The reactants are [CH2:1]([C:3]1[N:7]2[N:8]=[C:9]3[C:22](=[O:23])[CH2:21][S:20](=[O:25])(=[O:24])[C:10]3=[C:11]([C:12]3[CH:13]=[C:14]([CH:17]=[CH:18][CH:19]=3)[C:15]#[N:16])[C:6]2=[CH:5][CH:4]=1)[CH3:2]. The product is [CH2:1]([C:3]1[N:7]2[N:8]=[C:9]3[CH:22]([OH:23])[CH2:21][S:20](=[O:24])(=[O:25])[C:10]3=[C:11]([C:12]3[CH:13]=[C:14]([CH:17]=[CH:18][CH:19]=3)[C:15]#[N:16])[C:6]2=[CH:5][CH:4]=1)[CH3:2]. The catalyst is O1CCCC1. The yield is 0.998. (2) The reactants are [CH3:1][O:2][C:3]([C:5]1[N:6]=[CH:7][NH:8][CH:9]=1)=[O:4].I[C:11]1[CH:16]=[CH:15][CH:14]=[CH:13][CH:12]=1.N1C2C(=CC=C3C=2N=CC=C3)C=CC=1.C(=O)([O-])[O-].[Cs+].[Cs+]. The catalyst is CS(C)=O. The product is [CH3:1][O:2][C:3]([C:5]1[N:6]=[CH:7][N:8]([C:11]2[CH:16]=[CH:15][CH:14]=[CH:13][CH:12]=2)[CH:9]=1)=[O:4]. The yield is 0.500.